The task is: Predict the reactants needed to synthesize the given product.. This data is from Full USPTO retrosynthesis dataset with 1.9M reactions from patents (1976-2016). (1) Given the product [CH3:7][C:6]1([CH3:8])[C:2]([CH3:1])([CH3:26])[O:3][B:4]([C:9]2[NH:25][C:12]3=[N:13][CH:14]=[C:15]([NH2:17])[CH:16]=[C:11]3[CH:10]=2)[O:5]1, predict the reactants needed to synthesize it. The reactants are: [CH3:1][C:2]1([CH3:26])[C:6]([CH3:8])([CH3:7])[O:5][B:4]([C:9]2[NH:25][C:12]3=[N:13][CH:14]=[C:15]([NH:17]C(=O)OC(C)(C)C)[CH:16]=[C:11]3[CH:10]=2)[O:3]1.Cl. (2) Given the product [C:1]([O:4][CH2:5][C:6]1[C:7]([N:13]2[N:22]=[CH:21][C:20]3[C:15](=[C:16]([F:27])[CH:17]=[C:18]([C:23]([CH3:26])([CH3:25])[CH3:24])[CH:19]=3)[C:14]2=[O:28])=[N:8][CH:9]=[CH:10][C:11]=1[B:29]([OH:33])[OH:30])(=[O:3])[CH3:2], predict the reactants needed to synthesize it. The reactants are: [C:1]([O:4][CH2:5][C:6]1[C:7]([N:13]2[N:22]=[CH:21][C:20]3[C:15](=[C:16]([F:27])[CH:17]=[C:18]([C:23]([CH3:26])([CH3:25])[CH3:24])[CH:19]=3)[C:14]2=[O:28])=[N:8][CH:9]=[CH:10][C:11]=1Cl)(=[O:3])[CH3:2].[B:29]1(B2OC(C)(C)C(C)(C)O2)[O:33]C(C)(C)C(C)(C)[O:30]1.CC(C1C=C(C(C)C)C(C2C=CC=CC=2P(C2CCCCC2)C2CCCCC2)=C(C(C)C)C=1)C.C([O-])(=O)C.[K+]. (3) Given the product [N:15]1[CH:14]=[N:16][N:9]=[C:5]([CH2:4][CH2:3][OH:2])[N:20]=1, predict the reactants needed to synthesize it. The reactants are: Cl.[OH:2][CH2:3][CH2:4][C:5](=[NH:9])OCC.C(O)(=O)C.[CH:14]([NH2:16])=[NH:15].O.NN.[N:20]([O-])=O.[Na+].Cl. (4) Given the product [CH3:22][N:11]1[C:12]2[C:17](=[CH:16][CH:15]=[C:14]([C:18]([O:20][CH3:21])=[O:19])[CH:13]=2)[C:9]([C:3]2[CH:4]=[CH:5][CH:6]=[CH:7][CH:8]=2)=[CH:10]1, predict the reactants needed to synthesize it. The reactants are: [H-].[Na+].[C:3]1([C:9]2[C:17]3[C:12](=[CH:13][C:14]([C:18]([O:20][CH3:21])=[O:19])=[CH:15][CH:16]=3)[NH:11][CH:10]=2)[CH:8]=[CH:7][CH:6]=[CH:5][CH:4]=1.[CH3:22]I.O.